This data is from Choline transporter screen with 302,306 compounds. The task is: Binary Classification. Given a drug SMILES string, predict its activity (active/inactive) in a high-throughput screening assay against a specified biological target. (1) The molecule is FC(F)(F)c1ccc(C2C(CCCO)C(OC(=C2)C(=O)NCc2[nH]c3c(n2)cccc3)OCC)cc1. The result is 0 (inactive). (2) The compound is FC(F)(F)c1cc(C(=O)C2CN(CCC2)Cc2c(OC)cccc2O)ccc1. The result is 0 (inactive). (3) The compound is S(=O)(=O)(NCCc1nc(sc1)C)CC. The result is 0 (inactive). (4) The compound is Clc1cc(NC(=O)CN(Cc2occc2)C(=O)c2ccc(cc2)C)ccc1Cl. The result is 0 (inactive). (5) The drug is s1c(c2ccc(C(=O)Nc3c(OC)ccc(OC)c3)cc2)ccc1. The result is 0 (inactive).